From a dataset of Reaction yield outcomes from USPTO patents with 853,638 reactions. Predict the reaction yield, written as a fraction of the theoretical maximum amount of product (1.0 means a 100% yield; for example, 0.34 means a 34% yield). (1) The reactants are [F:1][C:2]([F:29])([F:28])[O:3][C:4]1[CH:9]=[CH:8][C:7]([N:10]2[CH:14]=[N:13][C:12]([C:15]3[CH:20]=[CH:19][C:18](/[CH:21]=[CH:22]/[C:23]([O:25]CC)=[O:24])=[CH:17][CH:16]=3)=[N:11]2)=[CH:6][CH:5]=1.[OH-].[Na+].Cl. The catalyst is CO.C(#N)C. The product is [F:29][C:2]([F:1])([F:28])[O:3][C:4]1[CH:9]=[CH:8][C:7]([N:10]2[CH:14]=[N:13][C:12]([C:15]3[CH:20]=[CH:19][C:18](/[CH:21]=[CH:22]/[C:23]([OH:25])=[O:24])=[CH:17][CH:16]=3)=[N:11]2)=[CH:6][CH:5]=1. The yield is 0.940. (2) The reactants are [OH:1][CH:2]([C:10]([F:13])([F:12])[F:11])[C:3]([F:9])([F:8])[S:4]([O-:7])(=[O:6])=[O:5].[C:14]1([S+:20]([C:27]2[CH:32]=[CH:31][CH:30]=[CH:29][CH:28]=2)[C:21]2[CH:26]=[CH:25][CH:24]=[CH:23][CH:22]=2)[CH:19]=[CH:18][CH:17]=[CH:16][CH:15]=1.[Cl:33][CH2:34][C:35](Cl)=[O:36].N1C=CC=CC=1. The catalyst is C(#N)C. The product is [Cl:33][CH2:34][C:35]([O:1][CH:2]([C:10]([F:13])([F:11])[F:12])[C:3]([F:8])([F:9])[S:4]([O-:7])(=[O:6])=[O:5])=[O:36].[C:27]1([S+:20]([C:14]2[CH:15]=[CH:16][CH:17]=[CH:18][CH:19]=2)[C:21]2[CH:26]=[CH:25][CH:24]=[CH:23][CH:22]=2)[CH:28]=[CH:29][CH:30]=[CH:31][CH:32]=1. The yield is 0.920. (3) The product is [CH2:1]([O:5][C:6]1[CH:7]=[C:8]2[C:13](=[CH:14][CH:15]=1)[CH:12]=[C:11]([C:16]1[C:24]3[C:19](=[CH:20][CH:21]=[C:22]([C:25]([NH2:26])=[O:27])[CH:23]=3)[NH:18][N:17]=1)[CH:10]=[CH:9]2)[CH2:2][CH2:3][CH3:4]. The catalyst is O.C(O)C. The yield is 0.940. The reactants are [CH2:1]([O:5][C:6]1[CH:7]=[C:8]2[C:13](=[CH:14][CH:15]=1)[CH:12]=[C:11]([C:16]1[C:24]3[C:19](=[CH:20][CH:21]=[C:22]([C:25]#[N:26])[CH:23]=3)[NH:18][N:17]=1)[CH:10]=[CH:9]2)[CH2:2][CH2:3][CH3:4].[OH-:27].[Na+].OO.Cl. (4) The reactants are Br[C:2]1[N:14]=[CH:13][CH:12]=[CH:11][C:3]=1[C:4]([N:6]([CH2:9][CH3:10])[CH2:7][CH3:8])=[O:5].[CH3:15][C:16]1[CH:21]=[CH:20][CH:19]=[C:18]([CH3:22])[C:17]=1B(O)O.C(=O)([O-])[O-].[K+].[K+]. The catalyst is O1CCOCC1. The product is [CH3:15][C:16]1[CH:21]=[CH:20][CH:19]=[C:18]([CH3:22])[C:17]=1[C:2]1[N:14]=[CH:13][CH:12]=[CH:11][C:3]=1[C:4]([N:6]([CH2:9][CH3:10])[CH2:7][CH3:8])=[O:5]. The yield is 0.380. (5) The reactants are C(C1C=CC(C(NC2C=CC(C3C=C4C(CN([C@@H](C(C)C)C(O)=O)C4=O)=CC=3)=NC=2)=O)=CC=1)(C)(C)C.[CH3:37][O:38][C:39]1[CH:44]=[C:43]([NH:45][C:46](=[O:58])[C:47]2[CH:52]=[CH:51][C:50]([CH2:53][CH2:54][CH2:55][CH2:56][CH3:57])=[CH:49][CH:48]=2)[CH:42]=[CH:41][C:40]=1[C:59]1[CH:67]=[C:66]2[C:62]([CH2:63][N:64]([C@@H:69]([CH:74]([CH3:76])[CH3:75])[C:70]([O:72]C)=[O:71])[C:65]2=[O:68])=[CH:61][CH:60]=1. No catalyst specified. The product is [CH3:37][O:38][C:39]1[CH:44]=[C:43]([NH:45][C:46](=[O:58])[C:47]2[CH:52]=[CH:51][C:50]([CH2:53][CH2:54][CH2:55][CH2:56][CH3:57])=[CH:49][CH:48]=2)[CH:42]=[CH:41][C:40]=1[C:59]1[CH:67]=[C:66]2[C:62]([CH2:63][N:64]([C@@H:69]([CH:74]([CH3:75])[CH3:76])[C:70]([OH:72])=[O:71])[C:65]2=[O:68])=[CH:61][CH:60]=1. The yield is 0.828.